From a dataset of Full USPTO retrosynthesis dataset with 1.9M reactions from patents (1976-2016). Predict the reactants needed to synthesize the given product. Given the product [Br:1][C:2]1[CH:3]=[C:4]([C:12]([CH3:15])([CH3:14])[CH3:13])[C:5]([OH:11])=[C:6]([CH:10]=1)[C:7]([NH:16][C:17]1[CH:24]=[CH:23][C:20]([C:21]#[N:22])=[CH:19][C:18]=1[O:25][C:26]([F:27])([F:28])[F:29])=[O:9], predict the reactants needed to synthesize it. The reactants are: [Br:1][C:2]1[CH:3]=[C:4]([C:12]([CH3:15])([CH3:14])[CH3:13])[C:5]([OH:11])=[C:6]([CH:10]=1)[C:7]([OH:9])=O.[NH2:16][C:17]1[CH:24]=[CH:23][C:20]([C:21]#[N:22])=[CH:19][C:18]=1[O:25][C:26]([F:29])([F:28])[F:27].